From a dataset of KCNQ2 potassium channel screen with 302,405 compounds. Binary Classification. Given a drug SMILES string, predict its activity (active/inactive) in a high-throughput screening assay against a specified biological target. The molecule is Clc1c(Oc2ccc(OC(C)C(OCCOCC)=O)cc2)nc(Cl)cc1. The result is 0 (inactive).